This data is from TCR-epitope binding with 47,182 pairs between 192 epitopes and 23,139 TCRs. The task is: Binary Classification. Given a T-cell receptor sequence (or CDR3 region) and an epitope sequence, predict whether binding occurs between them. (1) The TCR CDR3 sequence is CASSIYGSYEQYF. The epitope is GILGFVFTL. Result: 1 (the TCR binds to the epitope). (2) The epitope is AYAQKIFKI. The TCR CDR3 sequence is CSARDLGLAGDEQYF. Result: 1 (the TCR binds to the epitope).